From a dataset of Full USPTO retrosynthesis dataset with 1.9M reactions from patents (1976-2016). Predict the reactants needed to synthesize the given product. (1) The reactants are: [Cl:1][C:2]1[CH:3]=[C:4]([CH:12]=[CH:13][CH:14]=1)[NH:5][CH2:6][C:7]1[N:8]=[CH:9][S:10][CH:11]=1.[F:15][C:16]1[CH:17]=[CH:18][CH:19]=[C:20]2[C:25]=1[NH:24][C:23](=[O:26])[CH:22]=[C:21]2[C:27](Cl)=[O:28]. Given the product [Cl:1][C:2]1[CH:3]=[C:4]([N:5]([CH2:6][C:7]2[N:8]=[CH:9][S:10][CH:11]=2)[C:27]([C:21]2[C:20]3[C:25](=[C:16]([F:15])[CH:17]=[CH:18][CH:19]=3)[NH:24][C:23](=[O:26])[CH:22]=2)=[O:28])[CH:12]=[CH:13][CH:14]=1, predict the reactants needed to synthesize it. (2) Given the product [OH:1][C:2]1[C:7]([C:8]([NH:48][CH:49]([C:64]2[CH:65]=[CH:66][CH:67]=[CH:68][CH:69]=2)[C:50]2[CH:51]=[CH:52][C:53]([P:56](=[O:63])([O:60][CH2:61][CH3:62])[O:57][CH2:58][CH3:59])=[N:54][CH:55]=2)=[O:10])=[CH:6][N:5]=[C:4]([C:11]2[CH:16]=[CH:15][CH:14]=[CH:13][N:12]=2)[N:3]=1, predict the reactants needed to synthesize it. The reactants are: [OH:1][C:2]1[C:7]([C:8]([OH:10])=O)=[CH:6][N:5]=[C:4]([C:11]2[CH:16]=[CH:15][CH:14]=[CH:13][N:12]=2)[N:3]=1.CN(C(ON1N=NC2C=CC=NC1=2)=[N+](C)C)C.F[P-](F)(F)(F)(F)F.CCN(CC)CC.[NH2:48][CH:49]([C:64]1[CH:69]=[CH:68][CH:67]=[CH:66][CH:65]=1)[C:50]1[CH:51]=[CH:52][C:53]([P:56](=[O:63])([O:60][CH2:61][CH3:62])[O:57][CH2:58][CH3:59])=[N:54][CH:55]=1. (3) Given the product [CH:1]1([C:5]2[CH:10]=[C:9]([CH2:11][N:12]3[CH2:15][C:14]4([CH2:19][C:18]([N:20]5[CH2:21][CH2:22][C:23]([CH3:31])([C:26]([OH:28])=[O:27])[CH2:24][CH2:25]5)=[N:17][O:16]4)[CH2:13]3)[CH:8]=[C:7]([O:32][CH2:33][CH3:34])[C:6]=2[C:35]2[CH:36]=[CH:37][C:38]([F:41])=[CH:39][CH:40]=2)[CH2:2][CH2:3][CH2:4]1, predict the reactants needed to synthesize it. The reactants are: [CH:1]1([C:5]2[CH:10]=[C:9]([CH2:11][N:12]3[CH2:15][C:14]4([CH2:19][C:18]([N:20]5[CH2:25][CH2:24][C:23]([CH3:31])([C:26]([O:28]CC)=[O:27])[CH2:22][CH2:21]5)=[N:17][O:16]4)[CH2:13]3)[CH:8]=[C:7]([O:32][CH2:33][CH3:34])[C:6]=2[C:35]2[CH:40]=[CH:39][C:38]([F:41])=[CH:37][CH:36]=2)[CH2:4][CH2:3][CH2:2]1.[OH-].[Na+].CO.